Predict the product of the given reaction. From a dataset of Forward reaction prediction with 1.9M reactions from USPTO patents (1976-2016). (1) Given the reactants C[O:2][C:3](=[O:20])[C@H:4]([CH2:9][C:10]1([CH2:13][C:14]2[CH:19]=[CH:18][CH:17]=[CH:16][CH:15]=2)[CH2:12][CH2:11]1)[CH2:5][C:6]([OH:8])=O.C(NC(C)C)(C)C.[NH:28]1[CH2:33][CH2:32][O:31][CH2:30][CH2:29]1.C1CN([P+](ON2N=NC3C=CC=CC2=3)(N2CCCC2)N2CCCC2)CC1.F[P-](F)(F)(F)(F)F, predict the reaction product. The product is: [CH2:13]([C:10]1([CH2:9][C@H:4]([CH2:5][C:6]([N:28]2[CH2:33][CH2:32][O:31][CH2:30][CH2:29]2)=[O:8])[C:3]([OH:2])=[O:20])[CH2:12][CH2:11]1)[C:14]1[CH:19]=[CH:18][CH:17]=[CH:16][CH:15]=1. (2) Given the reactants C([O:3][C:4](=O)[CH2:5][CH2:6][C@@H:7]([CH3:23])[C@H:8]([N:14]([C:16]([O:18][C:19]([CH3:22])([CH3:21])[CH3:20])=[O:17])[CH3:15])[C:9]1[O:10][CH:11]=[CH:12][CH:13]=1)C.[BH4-].[Li+].CCOC(C)=O, predict the reaction product. The product is: [O:10]1[CH:11]=[CH:12][CH:13]=[C:9]1[C@@H:8]([N:14]([CH3:15])[C:16](=[O:17])[O:18][C:19]([CH3:21])([CH3:20])[CH3:22])[C@H:7]([CH3:23])[CH2:6][CH2:5][CH2:4][OH:3]. (3) Given the reactants [F:1][C:2]([F:24])([F:23])[C:3]1[CH:8]=[CH:7][C:6]([C:9](=O)[C:10]([C:12]2[CH:17]=[CH:16][C:15]([C:18]([F:21])([F:20])[F:19])=[CH:14][CH:13]=2)=O)=[CH:5][CH:4]=1.[N:25]1[CH:30]=[CH:29][CH:28]=[C:27]([NH2:31])[C:26]=1[NH2:32], predict the reaction product. The product is: [F:1][C:2]([F:24])([F:23])[C:3]1[CH:8]=[CH:7][C:6]([C:9]2[N:31]=[C:27]3[CH2:28][CH2:29][CH2:30][NH:25][C:26]3=[N:32][C:10]=2[C:12]2[CH:17]=[CH:16][C:15]([C:18]([F:21])([F:20])[F:19])=[CH:14][CH:13]=2)=[CH:5][CH:4]=1. (4) Given the reactants [CH3:1][N:2]1[C@@H:19]2[CH2:20][C:7]3=[CH:8][CH:9]=[C:10]([OH:22])[C:11]4[O:12][C@H:13]5[C:14]([CH2:16][CH2:17][C@:18]2([OH:21])[C@:5]5([C:6]=43)[CH2:4][CH2:3]1)=[O:15], predict the reaction product. The product is: [CH3:1][N:2]1[C@@H:19]2[CH2:20][C:7]3=[CH:8][CH:9]=[C:10]([OH:22])[C:11]4[O:12][C@H:13]5[C:14]([CH2:16][CH2:17][C@:18]2([OH:21])[C@:5]5([C:6]=43)[CH2:4][CH2:3]1)=[O:15].[CH3:1][N:2]1[CH:19]2[CH2:20][C:7]3[CH:8]=[CH:9][C:10]([OH:22])=[C:11]4[O:12][CH:13]5[CH:14]([OH:15])[CH2:16][CH2:17][C:18]2([OH:21])[C:5]5([C:6]=34)[CH2:4][CH2:3]1.[CH3:1][N:2]1[C@@H:19]2[CH2:20][C:7]3[CH:8]=[CH:9][C:10]([OH:22])=[C:11]4[O:12][C@H:13]5[C@H:14]([OH:15])[CH2:16][CH2:17][C@:18]2([OH:21])[C@:5]5([C:6]=34)[CH2:4][CH2:3]1. (5) The product is: [OH:31][C@@H:29]([C@H:25]1[C:24](=[O:36])[N:23]2[C@@H:26]1[C@@H:27]([CH3:28])[C:21]([S:20][C:17]1[S:18][CH:19]=[C:15]([C:14]3[C@H:10]([CH2:9][OH:8])[N:11]([CH3:43])[CH2:12][CH:13]=3)[N:16]=1)=[C:22]2[C:37]([OH:39])=[O:38])[CH3:30]. Given the reactants [Si]([O:8][CH2:9][C@H:10]1[C:14]([C:15]2[N:16]=[C:17]([S:20][C:21]3[C@H:27]([CH3:28])[C@H:26]4[N:23]([C:24](=[O:36])[C@@H:25]4[C@H:29]([O:31][Si](C)(C)C)[CH3:30])[C:22]=3[C:37]([O:39]CC=C)=[O:38])[S:18][CH:19]=2)=[CH:13][CH2:12][N:11]1[CH3:43])(C(C)(C)C)(C)C.C(O)(=O)C.[F-].C([N+](CCCC)(CCCC)CCCC)CCC.O, predict the reaction product. (6) Given the reactants [NH:1]1[C:9]2[C:4](=[CH:5][CH:6]=[CH:7][CH:8]=2)[C:3](/[CH:10]=[CH:11]/[C:12]2[CH:20]=[CH:19][C:15]([C:16]([OH:18])=O)=[CH:14][CH:13]=2)=[N:2]1.CN1CCOCC1.[ClH:28].C(N=C=NCCCN(C)C)C.O.ON1C2C=CC=CC=2N=N1.[CH:51]([NH:54][C:55](=[O:63])[CH2:56][N:57]1[CH2:62][CH2:61][NH:60][CH2:59][CH2:58]1)([CH3:53])[CH3:52], predict the reaction product. The product is: [ClH:28].[ClH:28].[NH:1]1[C:9]2[C:4](=[CH:5][CH:6]=[CH:7][CH:8]=2)[C:3](/[CH:10]=[CH:11]/[C:12]2[CH:13]=[CH:14][C:15]([C:16]([N:60]3[CH2:59][CH2:58][N:57]([CH2:56][C:55](=[O:63])[NH:54][CH:51]([CH3:52])[CH3:53])[CH2:62][CH2:61]3)=[O:18])=[CH:19][CH:20]=2)=[N:2]1. (7) The product is: [S:1]1[C:5](/[CH:6]=[C:24](/[C:16]2[CH:17]=[C:18]([O:22][CH3:23])[C:19]([O:20][CH3:21])=[C:14]([O:13][CH3:12])[CH:15]=2)\[C:25]#[N:26])=[CH:4][C:3]2[CH:8]=[CH:9][CH:10]=[CH:11][C:2]1=2. Given the reactants [S:1]1[C:5]([CH:6]=O)=[CH:4][C:3]2[CH:8]=[CH:9][CH:10]=[CH:11][C:2]1=2.[CH3:12][O:13][C:14]1[CH:15]=[C:16]([CH2:24][C:25]#[N:26])[CH:17]=[C:18]([O:22][CH3:23])[C:19]=1[O:20][CH3:21].C[O-].[Na+], predict the reaction product. (8) Given the reactants Br[C:2]1[C:3]2[N:4]([C:8]([CH2:11][C:12]([CH3:17])([N+:14]([O-:16])=[O:15])[CH3:13])=[CH:9][N:10]=2)[CH:5]=[CH:6][CH:7]=1.C(=O)([O-])[O-].[Na+].[Na+].[S:24]1[CH:28]=[CH:27][CH:26]=[C:25]1B(O)O, predict the reaction product. The product is: [CH3:13][C:12]([N+:14]([O-:16])=[O:15])([CH3:17])[CH2:11][C:8]1[N:4]2[CH:5]=[CH:6][CH:7]=[C:2]([C:25]3[S:24][CH:28]=[CH:27][CH:26]=3)[C:3]2=[N:10][CH:9]=1. (9) Given the reactants Cl.[NH2:2][C@@H:3]1[C:11]2[C:6](=[C:7]([C:12]3[N:16]=[C:15]([C:17]4[CH:18]=[CH:19][C:20]([O:25][CH:26]([CH3:28])[CH3:27])=[C:21]([CH:24]=4)[C:22]#[N:23])[S:14][N:13]=3)[CH:8]=[CH:9][CH:10]=2)[CH2:5][CH2:4]1.[S:29](N)([NH2:32])(=[O:31])=[O:30], predict the reaction product. The product is: [C:22]([C:21]1[CH:24]=[C:17]([C:15]2[S:14][N:13]=[C:12]([C:7]3[CH:8]=[CH:9][CH:10]=[C:11]4[C:6]=3[CH2:5][CH2:4][C@@H:3]4[NH:2][S:29]([NH2:32])(=[O:31])=[O:30])[N:16]=2)[CH:18]=[CH:19][C:20]=1[O:25][CH:26]([CH3:28])[CH3:27])#[N:23].